From a dataset of Full USPTO retrosynthesis dataset with 1.9M reactions from patents (1976-2016). Predict the reactants needed to synthesize the given product. (1) The reactants are: [CH:1]1([CH:4]([C:17]2[CH:22]=[CH:21][C:20]([F:23])=[CH:19][C:18]=2[F:24])[C:5]2[C:13]3[C:8](=[C:9]([CH2:14][S:15][CH3:16])[CH:10]=[CH:11][CH:12]=3)[NH:7][CH:6]=2)[CH2:3][CH2:2]1.ClC1C=CC(C(C2CC2)C2C3C(=C(CS(C)=[O:44])C=CC=3)NC=2)=CC=1. Given the product [CH:1]1([CH:4]([C:17]2[CH:22]=[CH:21][C:20]([F:23])=[CH:19][C:18]=2[F:24])[C:5]2[C:13]3[C:8](=[C:9]([CH2:14][S:15]([CH3:16])=[O:44])[CH:10]=[CH:11][CH:12]=3)[NH:7][CH:6]=2)[CH2:2][CH2:3]1, predict the reactants needed to synthesize it. (2) Given the product [F:1][C:2]1[CH:7]=[CH:6][C:5]([CH:8]2[CH2:9][CH2:10][N:11]([C:15]3[C:16]([CH3:35])=[C:17]([CH3:34])[C:18]4[O:22][C:21]([CH3:24])([CH3:23])[C@H:20]([C:25]5[CH:26]=[CH:27][C:28]([CH3:31])=[CH:29][CH:30]=5)[C:19]=4[C:32]=3[CH3:33])[CH2:12][CH2:13]2)=[CH:4][CH:3]=1, predict the reactants needed to synthesize it. The reactants are: [F:1][C:2]1[CH:7]=[CH:6][C:5]([CH:8]2[CH2:13][C:12](=O)[N:11]([C:15]3[C:16]([CH3:35])=[C:17]([CH3:34])[C:18]4[O:22][C:21]([CH3:24])([CH3:23])[C@H:20]([C:25]5[CH:30]=[CH:29][C:28]([CH3:31])=[CH:27][CH:26]=5)[C:19]=4[C:32]=3[CH3:33])[C:10](=O)[CH2:9]2)=[CH:4][CH:3]=1. (3) Given the product [C:30]([NH:1][C:2]1[CH:7]=[C:6]([CH2:8][NH:9][C:10](=[O:23])[C:11]2[CH:16]=[CH:15][C:14]([O:17][CH2:18][C:19]([F:22])([F:20])[F:21])=[N:13][CH:12]=2)[CH:5]=[CH:4][N:3]=1)(=[O:32])[CH3:31], predict the reactants needed to synthesize it. The reactants are: [NH2:1][C:2]1[CH:7]=[C:6]([CH2:8][NH:9][C:10](=[O:23])[C:11]2[CH:16]=[CH:15][C:14]([O:17][CH2:18][C:19]([F:22])([F:21])[F:20])=[N:13][CH:12]=2)[CH:5]=[CH:4][N:3]=1.N1C=CC=CC=1.[C:30](Cl)(=[O:32])[CH3:31]. (4) Given the product [Cl:1][C:2]1[CH:3]=[C:4]([C:8]2[S:12][C:11]([NH:13][C:14]([C:16]3[CH:32]=[CH:31][C:19]([O:20][C@@H:21]4[CH2:22][CH2:23][C@H:24]([C:27]([OH:29])=[O:28])[CH2:25][CH2:26]4)=[CH:18][CH:17]=3)=[O:15])=[N:10][N:9]=2)[CH:5]=[CH:6][CH:7]=1, predict the reactants needed to synthesize it. The reactants are: [Cl:1][C:2]1[CH:3]=[C:4]([C:8]2[S:12][C:11]([NH:13][C:14]([C:16]3[CH:32]=[CH:31][C:19]([O:20][C@@H:21]4[CH2:26][CH2:25][C@H:24]([C:27]([O:29]C)=[O:28])[CH2:23][CH2:22]4)=[CH:18][CH:17]=3)=[O:15])=[N:10][N:9]=2)[CH:5]=[CH:6][CH:7]=1.O.[OH-].[Li+].